Dataset: Reaction yield outcomes from USPTO patents with 853,638 reactions. Task: Predict the reaction yield, written as a fraction of the theoretical maximum amount of product (1.0 means a 100% yield; for example, 0.34 means a 34% yield). (1) The reactants are [CH2:1]([O:3][C:4](=[O:27])[C:5]([O:8][C:9]1[CH:14]=[C:13]([O:15]CC2C=CC=CC=2)[CH:12]=[CH:11][C:10]=1[CH:23]=[CH:24][CH2:25][CH3:26])([CH3:7])[CH3:6])[CH3:2].[H][H]. The catalyst is C(O)C.[Pd]. The product is [CH2:1]([O:3][C:4](=[O:27])[C:5]([O:8][C:9]1[CH:14]=[C:13]([OH:15])[CH:12]=[CH:11][C:10]=1[CH2:23][CH2:24][CH2:25][CH3:26])([CH3:6])[CH3:7])[CH3:2]. The yield is 0.900. (2) The reactants are [Cl:1][C:2]1[CH:7]=[CH:6][C:5](F)=[C:4]([N+:9]([O-:11])=[O:10])[CH:3]=1.[NH2:12][CH:13]1[CH2:17][N:16]([CH2:18][C:19]2[CH:24]=[CH:23][C:22]([O:25][CH3:26])=[CH:21][CH:20]=2)[C:15](=[O:27])[CH2:14]1.C([O-])([O-])=O.[K+].[K+]. The catalyst is CC#N. The product is [Cl:1][C:2]1[CH:7]=[CH:6][C:5]([NH:12][CH:13]2[CH2:17][N:16]([CH2:18][C:19]3[CH:24]=[CH:23][C:22]([O:25][CH3:26])=[CH:21][CH:20]=3)[C:15](=[O:27])[CH2:14]2)=[C:4]([N+:9]([O-:11])=[O:10])[CH:3]=1. The yield is 0.802.